Dataset: Forward reaction prediction with 1.9M reactions from USPTO patents (1976-2016). Task: Predict the product of the given reaction. (1) Given the reactants C(C1C=CC(OCC2ON=C(CC3C=C(C=CC=3)[C:19]([OH:21])=[O:20])N=2)=C(C)C=1O)(=O)C.[OH:29][C:30]1[C:35]([CH3:36])=[C:34]([O:37][CH2:38][C:39]2[O:43][N:42]=[C:41]([CH2:44][C:45]3[CH:50]=[CH:49][C:48](I)=[CH:47][CH:46]=3)[N:40]=2)[CH:33]=[CH:32][C:31]=1[C:52](=[O:54])[CH3:53], predict the reaction product. The product is: [C:52]([C:31]1[CH:32]=[CH:33][C:34]([O:37][CH2:38][C:39]2[O:43][N:42]=[C:41]([CH2:44][C:45]3[CH:50]=[CH:49][C:48]([C:19]([OH:21])=[O:20])=[CH:47][CH:46]=3)[N:40]=2)=[C:35]([CH3:36])[C:30]=1[OH:29])(=[O:54])[CH3:53]. (2) Given the reactants Br[C:2]1[CH:3]=[C:4]([NH:14][C:15]2[N:20]=[C:19]([C:21]([F:24])([F:23])[F:22])[CH:18]=[CH:17][N:16]=2)[CH:5]=[C:6]([NH:8][CH2:9][C:10]([F:13])([F:12])[F:11])[CH:7]=1.C([O-])(=O)C.[K+].[B:30]1([B:30]2[O:34][C:33]([CH3:36])([CH3:35])[C:32]([CH3:38])([CH3:37])[O:31]2)[O:34][C:33]([CH3:36])([CH3:35])[C:32]([CH3:38])([CH3:37])[O:31]1.C1(P(C2CCCCC2)C2C=CC=CC=2C2C(C(C)C)=CC(C(C)C)=CC=2C(C)C)CCCCC1, predict the reaction product. The product is: [CH3:37][C:32]1([CH3:38])[C:33]([CH3:36])([CH3:35])[O:34][B:30]([C:2]2[CH:3]=[C:4]([NH:14][C:15]3[N:20]=[C:19]([C:21]([F:24])([F:23])[F:22])[CH:18]=[CH:17][N:16]=3)[CH:5]=[C:6]([NH:8][CH2:9][C:10]([F:13])([F:12])[F:11])[CH:7]=2)[O:31]1. (3) Given the reactants Cl[C:2]1[CH:3]=[C:4]([CH:23]=[CH:24][C:25]=1[Cl:26])[O:5][CH:6]1[CH2:11][CH2:10][N:9]([S:12]([C:15]2[C:16]([CH3:22])=[N:17][N:18](C)[C:19]=2[CH3:20])(=[O:14])=[O:13])[CH2:8][CH2:7]1.CC1C(S([Cl:36])(=O)=O)=C(C)NN=1.Cl.ClC1C=C(Cl)C=CC=1OC1CCNCC1, predict the reaction product. The product is: [Cl:36][C:23]1[CH:24]=[C:25]([Cl:26])[CH:2]=[CH:3][C:4]=1[O:5][CH:6]1[CH2:7][CH2:8][N:9]([S:12]([C:15]2[C:19]([CH3:20])=[N:18][NH:17][C:16]=2[CH3:22])(=[O:13])=[O:14])[CH2:10][CH2:11]1. (4) Given the reactants [NH2:1][C:2]1[CH:6]=[N:5][N:4]([CH2:7][C:8]2[S:9][CH:10]=[C:11]([C:13](=[O:15])[CH3:14])[N:12]=2)[N:3]=1.[I:16][C:17]1[CH:22]=[CH:21][C:20]([C:23]2[O:27][C:26]([CH3:28])=[N:25][C:24]=2[C:29](O)=[O:30])=[CH:19][C:18]=1[CH3:32], predict the reaction product. The product is: [C:13]([C:11]1[N:12]=[C:8]([CH2:7][N:4]2[N:3]=[C:2]([NH:1][C:29]([C:24]3[N:25]=[C:26]([CH3:28])[O:27][C:23]=3[C:20]3[CH:21]=[CH:22][C:17]([I:16])=[C:18]([CH3:32])[CH:19]=3)=[O:30])[CH:6]=[N:5]2)[S:9][CH:10]=1)(=[O:15])[CH3:14]. (5) Given the reactants Br[C:2]1[S:3][C:4]([C:7]2[C:12]([O:13][CH3:14])=[CH:11][CH:10]=[CH:9][C:8]=2[F:15])=[N:5][N:6]=1.[CH3:16][NH:17][CH:18]1[CH2:23][C:22]([CH3:25])([CH3:24])[NH:21][C:20]([CH3:27])([CH3:26])[CH2:19]1, predict the reaction product. The product is: [F:15][C:8]1[CH:9]=[CH:10][CH:11]=[C:12]([O:13][CH3:14])[C:7]=1[C:4]1[S:3][C:2]([N:17]([CH3:16])[CH:18]2[CH2:19][C:20]([CH3:26])([CH3:27])[NH:21][C:22]([CH3:25])([CH3:24])[CH2:23]2)=[N:6][N:5]=1. (6) Given the reactants [C:1](#[N:5])[CH:2]([CH3:4])[CH3:3].[Li+].CC([N-]C(C)C)C.Br[CH2:15][CH:16]1[CH2:18][CH2:17]1, predict the reaction product. The product is: [CH:18]1([CH2:17][C:2]([CH3:4])([CH3:3])[C:1]#[N:5])[CH2:16][CH2:15]1.